Dataset: hERG potassium channel inhibition data for cardiac toxicity prediction from Karim et al.. Task: Regression/Classification. Given a drug SMILES string, predict its toxicity properties. Task type varies by dataset: regression for continuous values (e.g., LD50, hERG inhibition percentage) or binary classification for toxic/non-toxic outcomes (e.g., AMES mutagenicity, cardiotoxicity, hepatotoxicity). Dataset: herg_karim. (1) The drug is COc1cccc(C23CC2CN(CCCSc2nnc(-c4ocnc4C)n2C)C3)c1. The result is 1 (blocker). (2) The drug is N#Cc1ccccc1Cn1c(N2CCCC(N)C2)nc2[nH]c(Br)cc2c1=O. The result is 0 (non-blocker). (3) The molecule is CN1CCN(CCCN(C(=O)Nc2ccc(F)c(C(F)(F)F)c2)[C@@H]2CC[C@]3(c4ccc(C#N)cc4)C[C@H]23)CC1. The result is 1 (blocker). (4) The molecule is CN1CCOc2ccc(CNC34CCC(C[C@]5(O)Cn6c(=O)ccc7ncc(F)c5c76)(CC3)OC4)nc21. The result is 0 (non-blocker). (5) The drug is NC(=O)c1ccn(-c2cccc(OC(=O)NCCCCCCc3ccccc3)c2)c1. The result is 0 (non-blocker). (6) The compound is CN(C)C(=O)CC(NC(=O)C1(N)CCCN(c2ncnc3[nH]ccc23)C1)c1ccc(Cl)cc1. The result is 0 (non-blocker). (7) The compound is Cc1ccc(C(=O)c2cc(O)c(O)c([N+](=O)[O-])c2)cc1. The result is 0 (non-blocker). (8) The compound is Cc1cccc(CN(C(=O)[C@H]2CNCC[C@@]23OCc2cc(F)c(F)cc23)C2CC2)c1C. The result is 0 (non-blocker). (9) The molecule is C[C@](N)(CF)c1nc(-c2ccc(OC(F)(F)F)cc2)c[nH]1. The result is 0 (non-blocker).